This data is from Forward reaction prediction with 1.9M reactions from USPTO patents (1976-2016). The task is: Predict the product of the given reaction. (1) Given the reactants C[O:2][C:3]1[CH:20]=[CH:19][C:6]([NH:7][C:8]2[CH:18]=[CH:17][C:11]3[NH:12][C:13](=[O:16])[CH2:14][O:15][C:10]=3[CH:9]=2)=[CH:5][CH:4]=1.B(Br)(Br)Br, predict the reaction product. The product is: [OH:2][C:3]1[CH:20]=[CH:19][C:6]([NH:7][C:8]2[CH:18]=[CH:17][C:11]3[NH:12][C:13](=[O:16])[CH2:14][O:15][C:10]=3[CH:9]=2)=[CH:5][CH:4]=1. (2) Given the reactants Cl[C:2]1[CH:3]=[C:4]([N:8]([C:10]2[CH:15]=[CH:14][C:13]([O:16][CH3:17])=[CH:12][CH:11]=2)[CH3:9])[CH:5]=[CH:6][CH:7]=1.[CH3:18][N:19]1[CH2:24][CH2:23][NH:22][CH2:21][CH2:20]1.C1(C2C=CC=CC=2)C=CC=CC=1P(C1CCCCC1)C1CCCCC1.CC([O-])(C)C.[K+], predict the reaction product. The product is: [CH3:17][O:16][C:13]1[CH:14]=[CH:15][C:10]([N:8]([CH3:9])[C:4]2[CH:5]=[CH:6][CH:7]=[C:2]([N:22]3[CH2:23][CH2:24][N:19]([CH3:18])[CH2:20][CH2:21]3)[CH:3]=2)=[CH:11][CH:12]=1. (3) Given the reactants [Na].[F:2][C:3]1[C:4]([CH3:18])=[C:5]([NH:9][C:10]([C:12]2[CH:17]=[CH:16][CH:15]=[CH:14][CH:13]=2)=[NH:11])[CH:6]=[CH:7][CH:8]=1.C([O:21][CH:22]=[C:23]([C:29](OCC)=O)[C:24]([O:26]CC)=[O:25])C.O.C(=O)(O)[O-].[Na+], predict the reaction product. The product is: [F:2][C:3]1[C:4]([CH3:18])=[C:5]([N:9]2[C:22](=[O:21])[C:23]([C:24]([OH:26])=[O:25])=[CH:29][N:11]=[C:10]2[C:12]2[CH:13]=[CH:14][CH:15]=[CH:16][CH:17]=2)[CH:6]=[CH:7][CH:8]=1. (4) Given the reactants C([O:4][C:5]1[CH:13]=[CH:12][C:11]([Cl:14])=[CH:10][C:6]=1[C:7]([OH:9])=O)(=O)C.[NH2:15][C@@H:16]([CH2:34][CH:35]([CH3:37])[CH3:36])[C:17]([NH:19][C:20]1[CH:25]=[C:24]([C:26]([F:29])([F:28])[F:27])[CH:23]=[C:22]([C:30]([F:33])([F:32])[F:31])[CH:21]=1)=[O:18], predict the reaction product. The product is: [Cl:14][C:11]1[CH:12]=[CH:13][C:5]([OH:4])=[C:6]([CH:10]=1)[C:7]([NH:15][C@H:16]([C:17](=[O:18])[NH:19][C:20]1[CH:25]=[C:24]([C:26]([F:28])([F:29])[F:27])[CH:23]=[C:22]([C:30]([F:31])([F:32])[F:33])[CH:21]=1)[CH2:34][CH:35]([CH3:36])[CH3:37])=[O:9]. (5) Given the reactants [Cl:1][C:2]1[CH:7]=[CH:6][C:5]([CH2:8][C:9]#[N:10])=[C:4]([F:11])[CH:3]=1.[Cl:12][C:13]1[CH:20]=[CH:19][C:16](C=O)=[CH:15][C:14]=1[F:21].[CH3:22][O-].[Na+], predict the reaction product. The product is: [Cl:12][C:13]1[CH:20]=[C:19](/[CH:22]=[C:8](/[C:5]2[CH:6]=[CH:7][C:2]([Cl:1])=[CH:3][C:4]=2[F:11])\[C:9]#[N:10])[CH:16]=[CH:15][C:14]=1[F:21].